From a dataset of TCR-epitope binding with 47,182 pairs between 192 epitopes and 23,139 TCRs. Binary Classification. Given a T-cell receptor sequence (or CDR3 region) and an epitope sequence, predict whether binding occurs between them. (1) The epitope is KLNVGDYFV. The TCR CDR3 sequence is CASSQERVLAGVYEQYF. Result: 0 (the TCR does not bind to the epitope). (2) The epitope is TAFTIPSI. The TCR CDR3 sequence is CASSRLLALRGYEQFF. Result: 0 (the TCR does not bind to the epitope). (3) The epitope is TAFTIPSI. The TCR CDR3 sequence is CASSRTDRTGGEAFF. Result: 0 (the TCR does not bind to the epitope). (4) The epitope is YFPLQSYGF. The TCR CDR3 sequence is CASSYLPSGSGNEQFF. Result: 1 (the TCR binds to the epitope). (5) The epitope is ATDALMTGY. The TCR CDR3 sequence is CAISESAVGYNEQFF. Result: 1 (the TCR binds to the epitope).